Dataset: Full USPTO retrosynthesis dataset with 1.9M reactions from patents (1976-2016). Task: Predict the reactants needed to synthesize the given product. (1) Given the product [F:1][C:2]([F:13])([F:12])[C:3]([O:14][CH2:15][C@@H:16]([NH:26][C:27](=[O:29])[CH3:28])[CH2:17][C:18]1[CH:23]=[CH:22][C:21]([O:24][CH3:25])=[CH:20][CH:19]=1)=[O:4], predict the reactants needed to synthesize it. The reactants are: [F:1][C:2]([F:13])([F:12])[C:3](O[C:3](=[O:4])[C:2]([F:13])([F:12])[F:1])=[O:4].[OH:14][CH2:15][C@@H:16]([NH:26][C:27](=[O:29])[CH3:28])[CH2:17][C:18]1[CH:23]=[CH:22][C:21]([O:24][CH3:25])=[CH:20][CH:19]=1.CCCCCCC. (2) Given the product [N:1]1[CH:6]=[CH:5][CH:4]=[N:3][C:2]=1[C:7]([Cl:12])=[O:9], predict the reactants needed to synthesize it. The reactants are: [N:1]1[CH:6]=[CH:5][CH:4]=[N:3][C:2]=1[C:7]([OH:9])=O.S(Cl)([Cl:12])=O.